From a dataset of Full USPTO retrosynthesis dataset with 1.9M reactions from patents (1976-2016). Predict the reactants needed to synthesize the given product. Given the product [F:1][C:2]1[CH:3]=[C:4]([CH:30]([OH:32])[CH3:31])[CH:5]=[CH:6][C:7]=1[N:8]1[CH2:9][CH2:10][N:11]([C:14]([C:15]2[CH:20]=[C:19]([S:21]([CH3:24])(=[O:22])=[O:23])[CH:18]=[CH:17][C:16]=2[O:25][CH:26]([CH3:28])[CH3:27])=[O:29])[CH2:12][CH2:13]1, predict the reactants needed to synthesize it. The reactants are: [F:1][C:2]1[CH:3]=[C:4]([C:30](=[O:32])[CH3:31])[CH:5]=[CH:6][C:7]=1[N:8]1[CH2:13][CH2:12][N:11]([C:14](=[O:29])[C:15]2[CH:20]=[C:19]([S:21]([CH3:24])(=[O:23])=[O:22])[CH:18]=[CH:17][C:16]=2[O:25][CH:26]([CH3:28])[CH3:27])[CH2:10][CH2:9]1.[BH4-].[Na+].